Dataset: Full USPTO retrosynthesis dataset with 1.9M reactions from patents (1976-2016). Task: Predict the reactants needed to synthesize the given product. (1) Given the product [NH2:11][C@H:12]1[CH2:17][CH2:16][N:15]([C:18]2[CH:19]=[CH:20][C:21]([CH3:28])=[C:22]([CH:27]=2)[C:23]([O:25][CH3:26])=[O:24])[CH2:14][C@H:13]1[O:29][CH3:30], predict the reactants needed to synthesize it. The reactants are: C(OC([NH:11][C@H:12]1[CH2:17][CH2:16][N:15]([C:18]2[CH:19]=[CH:20][C:21]([CH3:28])=[C:22]([CH:27]=2)[C:23]([O:25][CH3:26])=[O:24])[CH2:14][C@H:13]1[O:29][CH3:30])=O)C1C=CC=CC=1. (2) Given the product [CH:1]1([C:4]2[CH:9]=[C:8]([CH:10]=[O:11])[C:7]([O:12][CH2:13][CH3:14])=[CH:6][C:5]=2[C:15]2[CH:20]=[CH:19][CH:18]=[CH:17][C:16]=2[F:21])[CH2:3][CH2:2]1, predict the reactants needed to synthesize it. The reactants are: [CH:1]1([C:4]2[CH:9]=[C:8]([CH2:10][OH:11])[C:7]([O:12][CH2:13][CH3:14])=[CH:6][C:5]=2[C:15]2[CH:20]=[CH:19][CH:18]=[CH:17][C:16]=2[F:21])[CH2:3][CH2:2]1. (3) Given the product [O:39]=[C:11]([N:12]1[C:17]2[CH:18]=[CH:19][C:20]([O:22][CH2:23][C:24]3[S:25][C:26]([C:35]([F:37])([F:38])[F:36])=[C:27]([C:29]4[CH:34]=[CH:33][CH:32]=[CH:31][CH:30]=4)[CH:28]=3)=[CH:21][C:16]=2[O:15][CH2:14][CH2:13]1)[CH2:10][CH2:9][C:8]([OH:40])=[O:7], predict the reactants needed to synthesize it. The reactants are: C1COCC1.C[O:7][C:8](=[O:40])[CH2:9][CH2:10][C:11](=[O:39])[N:12]1[C:17]2[CH:18]=[CH:19][C:20]([O:22][CH2:23][C:24]3[S:25][C:26]([C:35]([F:38])([F:37])[F:36])=[C:27]([C:29]4[CH:34]=[CH:33][CH:32]=[CH:31][CH:30]=4)[CH:28]=3)=[CH:21][C:16]=2[O:15][CH2:14][CH2:13]1.[OH-].[Na+].Cl. (4) Given the product [CH:24]1([C:31]([C:33]2[CH:34]=[CH:35][CH:36]=[CH:37][CH:38]=2)([OH:32])[C:23]#[C:22][C@:14]2([O:13][CH3:12])[CH:19]3[CH2:20][CH2:21][N:16]([CH2:17][CH2:18]3)[CH2:15]2)[CH2:25][CH2:26][CH2:27][CH2:28][CH2:29][CH2:30]1, predict the reactants needed to synthesize it. The reactants are: [Li]CCCC.CCCCCC.[CH3:12][O:13][C@@:14]1([C:22]#[CH:23])[CH:19]2[CH2:20][CH2:21][N:16]([CH2:17][CH2:18]2)[CH2:15]1.[CH:24]1([C:31]([C:33]2[CH:38]=[CH:37][CH:36]=[CH:35][CH:34]=2)=[O:32])[CH2:30][CH2:29][CH2:28][CH2:27][CH2:26][CH2:25]1. (5) The reactants are: Cl.Cl[C:3]1[C:12]2[C:7](=[CH:8][C:9]([O:17][CH3:18])=[CH:10][C:11]=2[O:13][CH2:14][CH2:15][Cl:16])[N:6]=[CH:5][N:4]=1.[NH2:19][C:20]1[CH:24]=[C:23]([CH2:25][C:26]([OH:28])=[O:27])[NH:22][N:21]=1.[OH-].[Na+]. Given the product [Cl:16][CH2:15][CH2:14][O:13][C:11]1[CH:10]=[C:9]([O:17][CH3:18])[CH:8]=[C:7]2[C:12]=1[C:3]([NH:19][C:20]1[CH:24]=[C:23]([CH2:25][C:26]([OH:28])=[O:27])[NH:22][N:21]=1)=[N:4][CH:5]=[N:6]2, predict the reactants needed to synthesize it. (6) Given the product [Cl:1][S:2]([C:18]1[CH:17]=[CH:16][C:8]([O:9][CH2:10][C:11]([O:13][CH2:14][CH3:15])=[O:12])=[C:7]([CH3:6])[CH:19]=1)(=[O:5])=[O:3], predict the reactants needed to synthesize it. The reactants are: [Cl:1][S:2]([OH:5])(=O)=[O:3].[CH3:6][C:7]1[CH:19]=[CH:18][CH:17]=[CH:16][C:8]=1[O:9][CH2:10][C:11]([O:13][CH2:14][CH3:15])=[O:12].